The task is: Predict the reaction yield, written as a fraction of the theoretical maximum amount of product (1.0 means a 100% yield; for example, 0.34 means a 34% yield).. This data is from Reaction yield outcomes from USPTO patents with 853,638 reactions. (1) The reactants are [CH3:1][N:2]1[C:10]2[C:5](=[CH:6][CH:7]=[CH:8][CH:9]=2)[C:4]([C:11](Cl)=[O:12])=[CH:3]1.[NH2:14][C:15]1[C:16]([Cl:27])=[N:17][C:18]([CH2:21][C:22]([O:24][CH2:25][CH3:26])=[O:23])=[CH:19][CH:20]=1.C(N(CC)CC)C.O. The catalyst is C(Cl)Cl. The product is [Cl:27][C:16]1[C:15]([NH:14][C:11]([C:4]2[C:5]3[C:10](=[CH:9][CH:8]=[CH:7][CH:6]=3)[N:2]([CH3:1])[CH:3]=2)=[O:12])=[CH:20][CH:19]=[C:18]([CH2:21][C:22]([O:24][CH2:25][CH3:26])=[O:23])[N:17]=1. The yield is 0.600. (2) The reactants are [Br:1][C:2]1[CH:7]=[CH:6][C:5]([NH:8][C:9]2[N:13]([CH2:14][CH2:15][CH2:16][C:17](OCC)=[O:18])[C:12]3[C:22]([CH:27]([CH2:30][CH3:31])[CH2:28][CH3:29])=[CH:23][CH:24]=[C:25]([Cl:26])[C:11]=3[N:10]=2)=[C:4]([CH3:32])[CH:3]=1.[BH4-].[Li+]. The catalyst is O1CCCC1. The product is [Br:1][C:2]1[CH:7]=[CH:6][C:5]([NH:8][C:9]2[N:13]([CH2:14][CH2:15][CH2:16][CH2:17][OH:18])[C:12]3[C:22]([CH:27]([CH2:30][CH3:31])[CH2:28][CH3:29])=[CH:23][CH:24]=[C:25]([Cl:26])[C:11]=3[N:10]=2)=[C:4]([CH3:32])[CH:3]=1. The yield is 0.580. (3) The reactants are C([O:3][CH:4](OCC)[CH2:5][O:6][C:7]1[CH:14]=[CH:13][C:12]([F:15])=[CH:11][C:8]=1[CH:9]=O)C. The catalyst is C(O)(=O)C. The product is [F:15][C:12]1[CH:13]=[CH:14][C:7]2[O:6][C:5]([CH:4]=[O:3])=[CH:9][C:8]=2[CH:11]=1. The yield is 0.940.